Dataset: Catalyst prediction with 721,799 reactions and 888 catalyst types from USPTO. Task: Predict which catalyst facilitates the given reaction. (1) Reactant: [Cl:1][C:2]1[C:3]([F:22])=[C:4]([C:12]2[CH:13]=[N:14][CH:15]=[C:16]([S:18]([CH3:21])(=[O:20])=[O:19])[CH:17]=2)[C:5]([OH:11])=[C:6]([C:8](=[O:10])[CH3:9])[CH:7]=1.[CH2:23](O)[CH3:24].C1(P(C2C=CC=CC=2)C2C=CC=CC=2)C=CC=CC=1.N(C(OC(C)C)=O)=NC(OC(C)C)=O. Product: [Cl:1][C:2]1[C:3]([F:22])=[C:4]([C:12]2[CH:13]=[N:14][CH:15]=[C:16]([S:18]([CH3:21])(=[O:20])=[O:19])[CH:17]=2)[C:5]([O:11][CH2:23][CH3:24])=[C:6]([C:8](=[O:10])[CH3:9])[CH:7]=1. The catalyst class is: 1. (2) Reactant: Br[C:2]1[CH:7]=[C:6]([O:8]C)[C:5](OC)=[CH:4][C:3]=1C1C=CC(F)=CC=1.C([C:21]1[CH:26]=CC(B(O)O)=CC=1)#N.C([O-])([O-])=[O:31].[Na+].[Na+]. Product: [CH3:5][CH2:6][O:8][C:21]([CH3:26])=[O:31].[CH3:6][CH2:7][CH2:2][CH2:3][CH2:4][CH3:5]. The catalyst class is: 518. (3) Reactant: [OH-].[K+].[NH:3]1[CH:7]=[N:6][CH:5]=[N:4]1.[Br:8][C:9]1[CH:14]=[CH:13][C:12]([CH2:15]Br)=[CH:11][CH:10]=1. Product: [Br:8][C:9]1[CH:14]=[CH:13][C:12]([CH2:15][N:3]2[CH:7]=[N:6][CH:5]=[N:4]2)=[CH:11][CH:10]=1. The catalyst class is: 3.